Dataset: Forward reaction prediction with 1.9M reactions from USPTO patents (1976-2016). Task: Predict the product of the given reaction. (1) The product is: [C:1]([C:5]1[N:10]=[CH:9][C:8]([C:11]2[N:12]([C:32]([N:34]3[CH2:39][CH2:38][N:37]([CH2:40][C:41]([N:52]([CH2:53][CH2:54][O:55][CH2:56][CH3:57])[CH2:51][CH2:50][O:49][CH2:47][CH3:48])=[O:42])[CH2:36][CH2:35]3)=[O:33])[C@@:13]([C:25]3[CH:26]=[CH:27][C:28]([Cl:31])=[CH:29][CH:30]=3)([CH3:24])[C@@:14]([C:17]3[CH:18]=[CH:19][C:20]([Cl:23])=[CH:21][CH:22]=3)([CH3:16])[N:15]=2)=[C:7]([O:44][CH2:45][CH3:46])[CH:6]=1)([CH3:2])([CH3:4])[CH3:3]. Given the reactants [C:1]([C:5]1[N:10]=[CH:9][C:8]([C:11]2[N:12]([C:32]([N:34]3[CH2:39][CH2:38][N:37]([CH2:40][C:41](O)=[O:42])[CH2:36][CH2:35]3)=[O:33])[C@@:13]([C:25]3[CH:30]=[CH:29][C:28]([Cl:31])=[CH:27][CH:26]=3)([CH3:24])[C@@:14]([C:17]3[CH:22]=[CH:21][C:20]([Cl:23])=[CH:19][CH:18]=3)([CH3:16])[N:15]=2)=[C:7]([O:44][CH2:45][CH3:46])[CH:6]=1)([CH3:4])([CH3:3])[CH3:2].[CH2:47]([O:49][CH2:50][CH2:51][NH:52][CH2:53][CH2:54][O:55][CH2:56][CH3:57])[CH3:48], predict the reaction product. (2) Given the reactants [CH2:1]([C:5]1[CH2:10][CH2:9][CH:8]([NH:11][C:12](=[O:23])[CH2:13][C:14]2[CH:19]=[CH:18][C:17]([OH:20])=[C:16]([O:21][CH3:22])[CH:15]=2)[CH2:7][CH:6]=1)[CH2:2][CH2:3][CH3:4], predict the reaction product. The product is: [CH2:1]([CH:5]1[CH2:10][CH2:9][CH:8]([NH:11][C:12](=[O:23])[CH2:13][C:14]2[CH:19]=[CH:18][C:17]([OH:20])=[C:16]([O:21][CH3:22])[CH:15]=2)[CH2:7][CH2:6]1)[CH2:2][CH2:3][CH3:4]. (3) Given the reactants [CH2:1]([Mg]Cl)[CH3:2].[C:5]([O:9][C:10](=[O:23])[NH:11][C:12]1[S:13][CH:14]=[C:15]([C:17](=[O:22])N(OC)C)[N:16]=1)([CH3:8])([CH3:7])[CH3:6], predict the reaction product. The product is: [C:5]([O:9][C:10](=[O:23])[NH:11][C:12]1[S:13][CH:14]=[C:15]([C:17](=[O:22])[CH2:1][CH3:2])[N:16]=1)([CH3:8])([CH3:6])[CH3:7]. (4) Given the reactants [CH:1]([O:4][C:5]1[CH:30]=[CH:29][C:8]([C:9]([C:11]2[CH:16]=[CH:15][CH:14]=[C:13]([C:17](=O)[C:18]3[CH:23]=[CH:22][C:21]([O:24][CH:25]([CH3:27])[CH3:26])=[CH:20][CH:19]=3)[CH:12]=2)=[O:10])=[CH:7][CH:6]=1)([CH3:3])[CH3:2].[NH2:31][NH:32][C:33]([NH2:35])=[S:34].C1(C)C=CC(S(O)(=O)=O)=CC=1, predict the reaction product. The product is: [CH:1]([O:4][C:5]1[CH:30]=[CH:29][C:8]([C:9]([C:11]2[CH:16]=[CH:15][CH:14]=[C:13]([C:17](=[N:31][NH:32][C:33]([NH2:35])=[S:34])[C:18]3[CH:23]=[CH:22][C:21]([O:24][CH:25]([CH3:27])[CH3:26])=[CH:20][CH:19]=3)[CH:12]=2)=[O:10])=[CH:7][CH:6]=1)([CH3:3])[CH3:2]. (5) Given the reactants I[C:2]1[CH:28]=[CH:27][C:5]2[N:6]([CH2:9][C:10]3[CH:26]=[CH:25][C:13]4[N:14]=[C:15]([NH:17][C@@H:18]5[CH2:23][CH2:22][CH2:21][CH2:20][C@H:19]5[OH:24])[S:16][C:12]=4[CH:11]=3)[CH:7]=[N:8][C:4]=2[CH:3]=1.C([N:36]1[CH2:41][CH2:40][C:39](B2OC(C)(C)C(C)(C)O2)=[CH:38][CH2:37]1)(OC(C)(C)C)=O.C(=O)([O-])[O-].[K+].[K+], predict the reaction product. The product is: [C:10]([C:37]1[CH:38]=[C:39]([C:2]2[CH:28]=[CH:27][C:5]3[N:6]([CH2:9][C:10]4[CH:26]=[CH:25][C:13]5[N:14]=[C:15]([NH:17][C@@H:18]6[CH2:23][CH2:22][CH2:21][CH2:20][C@H:19]6[OH:24])[S:16][C:12]=5[CH:11]=4)[CH:7]=[N:8][C:4]=3[CH:3]=2)[CH2:40][CH2:41][N:36]=1)([CH3:26])([CH3:11])[CH3:9]. (6) Given the reactants Br[C:2]1[C:10]2[O:9][C:8]([NH:11][C:12]3[CH:17]=[CH:16][C:15]([C:18]4[C:26]5[C:25]([NH2:27])=[N:24][CH:23]=[N:22][C:21]=5[N:20]([C@H:28]5[CH2:33][CH2:32][C@@H:31]([N:34]6[CH2:39][CH2:38][N:37]([CH3:40])[CH2:36][CH2:35]6)[CH2:30][CH2:29]5)[CH:19]=4)=[CH:14][C:13]=3[F:41])=[N:7][C:6]=2[CH:5]=[C:4]([CH3:42])[CH:3]=1.[CH:43]1(P(C2CCCCC2)C2C=CC=CC=2C2C=CC=CC=2)CCCC[CH2:44]1.C(=O)([O-])[O-].[Na+].[Na+].C(B(CC)CC)C, predict the reaction product. The product is: [CH2:43]([C:2]1[C:10]2[O:9][C:8]([NH:11][C:12]3[CH:17]=[CH:16][C:15]([C:18]4[C:26]5[C:25]([NH2:27])=[N:24][CH:23]=[N:22][C:21]=5[N:20]([C@H:28]5[CH2:33][CH2:32][C@@H:31]([N:34]6[CH2:35][CH2:36][N:37]([CH3:40])[CH2:38][CH2:39]6)[CH2:30][CH2:29]5)[CH:19]=4)=[CH:14][C:13]=3[F:41])=[N:7][C:6]=2[CH:5]=[C:4]([CH3:42])[CH:3]=1)[CH3:44]. (7) Given the reactants NC1C=CC(C(OC)=O)=C(Cl)C=1C#C.[NH2:15][C:16]1[C:25]([F:26])=[CH:24][C:19]([C:20]([O:22][CH3:23])=[O:21])=[C:18]([F:27])[C:17]=1[C:28]#[C:29][Si](C)(C)C, predict the reaction product. The product is: [NH2:15][C:16]1[C:25]([F:26])=[CH:24][C:19]([C:20]([O:22][CH3:23])=[O:21])=[C:18]([F:27])[C:17]=1[C:28]#[CH:29]. (8) Given the reactants [CH3:1][NH:2][C:3]1[C:8]2=[C:9]([C:13]3[CH:14]=[N:15][N:16]([CH3:28])[C:17]=3[C:18]3[CH:23]=[CH:22][C:21]([C:24]([F:27])([F:26])[F:25])=[CH:20][CH:19]=3)[N:10]=[C:11]([CH3:12])[N:7]2[N:6]=[CH:5][N:4]=1.C1N=C(N)C2N=CN([C@@H]3[O:42][C@H](COP(OP(OC[C@H]4O[C@@H](N5C=C(C(N)=O)CC=C5)[C@H](O)[C@@H]4O)(O)=O)(O)=O)[C@@H](O)[C@H]3OP(O)(O)=O)C=2N=1, predict the reaction product. The product is: [CH3:1][NH:2][C:3]1[C:8]2=[C:9]([C:13]3[CH:14]=[N:15][N:16]([CH3:28])[C:17]=3[C:18]3[CH:19]=[CH:20][C:21]([C:24]([F:26])([F:27])[F:25])=[CH:22][CH:23]=3)[N:10]=[C:11]([CH2:12][OH:42])[N:7]2[N:6]=[CH:5][N:4]=1. (9) Given the reactants [CH2:1]([N:8]([C:21]([O:23][C:24]([CH3:27])([CH3:26])[CH3:25])=[O:22])[CH:9]1[CH2:15][CH2:14][CH2:13][C:12]2[CH:16]=[CH:17][C:18]([OH:20])=[CH:19][C:11]=2[CH2:10]1)[C:2]1[CH:7]=[CH:6][CH:5]=[CH:4][CH:3]=1.N1C(C)=CC=CC=1C.[F:36][C:37]([F:50])([F:49])[S:38](O[S:38]([C:37]([F:50])([F:49])[F:36])(=[O:40])=[O:39])(=[O:40])=[O:39], predict the reaction product. The product is: [CH2:1]([N:8]([CH:9]1[CH2:15][CH2:14][CH2:13][C:12]2[CH:16]=[CH:17][C:18]([O:20][S:38]([C:37]([F:50])([F:49])[F:36])(=[O:40])=[O:39])=[CH:19][C:11]=2[CH2:10]1)[C:21]([O:23][C:24]([CH3:27])([CH3:26])[CH3:25])=[O:22])[C:2]1[CH:3]=[CH:4][CH:5]=[CH:6][CH:7]=1. (10) Given the reactants Br[C:2]1[CH:3]=[C:4]([C:8]2[N:13]=[C:12]([CH3:14])[CH:11]=[C:10]([C:15]3[CH:16]=[N:17][C:18]([C:21]([F:24])([F:23])[F:22])=[CH:19][CH:20]=3)[N:9]=2)[CH:5]=[CH:6][CH:7]=1.[C:25]([NH:29][S:30]([C:33]1[S:34][C:35](B2OC(C)(C)C(C)(C)O2)=[CH:36][CH:37]=1)(=[O:32])=[O:31])([CH3:28])([CH3:27])[CH3:26], predict the reaction product. The product is: [C:25]([NH:29][S:30]([C:33]1[S:34][C:35]([C:2]2[CH:7]=[CH:6][CH:5]=[C:4]([C:8]3[N:13]=[C:12]([CH3:14])[CH:11]=[C:10]([C:15]4[CH:16]=[N:17][C:18]([C:21]([F:24])([F:23])[F:22])=[CH:19][CH:20]=4)[N:9]=3)[CH:3]=2)=[CH:36][CH:37]=1)(=[O:31])=[O:32])([CH3:28])([CH3:26])[CH3:27].